Dataset: Full USPTO retrosynthesis dataset with 1.9M reactions from patents (1976-2016). Task: Predict the reactants needed to synthesize the given product. (1) Given the product [CH3:32][O:31][C:27]([C:28]1[S:29][C:17]2[CH:18]=[C:19]([C:22]([F:25])([F:24])[F:23])[CH:20]=[CH:21][C:16]=2[C:14]=1[CH:11]1[CH2:12][CH2:13][N:8]([CH2:1][C:2]2[CH:7]=[CH:6][CH:5]=[CH:4][CH:3]=2)[CH2:9][CH2:10]1)=[O:30], predict the reactants needed to synthesize it. The reactants are: [CH2:1]([N:8]1[CH2:13][CH2:12][CH:11]([C:14]([C:16]2[CH:21]=[CH:20][C:19]([C:22]([F:25])([F:24])[F:23])=[CH:18][C:17]=2F)=O)[CH2:10][CH2:9]1)[C:2]1[CH:7]=[CH:6][CH:5]=[CH:4][CH:3]=1.[C:27]([O:31][CH3:32])(=[O:30])[CH2:28][SH:29].CN(C=O)C.C([O-])([O-])=O.[K+].[K+]. (2) Given the product [NH:27]1[C:35]2[C:30](=[CH:31][CH:32]=[CH:33][C:34]=2/[CH:36]=[CH:22]/[C:21](=[O:23])[CH2:20][C:19](=[O:24])/[CH:18]=[CH:17]/[C:4]2[CH:5]=[CH:6][C:7]([O:9][CH2:10][C:11]3[CH:12]=[N:13][CH:14]=[CH:15][CH:16]=3)=[CH:8][C:3]=2[O:2][CH3:1])[CH:29]=[CH:28]1, predict the reactants needed to synthesize it. The reactants are: [CH3:1][O:2][C:3]1[CH:8]=[C:7]([O:9][CH2:10][C:11]2[CH:12]=[N:13][CH:14]=[CH:15][CH:16]=2)[CH:6]=[CH:5][C:4]=1[CH:17]=[CH:18][C:19](=[O:24])[CH2:20][C:21](=[O:23])[CH3:22].[B]=O.[NH:27]1[C:35]2[C:30](=[CH:31][CH:32]=[CH:33][C:34]=2[CH:36]=O)[CH:29]=[CH:28]1.B(OC(C)C)(OC(C)C)OC(C)C.N1CCCCC1.Cl.C(=O)(O)[O-].[Na+]. (3) Given the product [I-:25].[I-:25].[CH3:1][N:2]1[C:6]2=[CH:7][C:8]3[C:9]([CH3:19])([CH3:18])[C:10](=[CH:15][CH:16]=[CH:37][CH2+:28]4[CH:29]=[CH:30][C:31]5[C:36](=[CH:35][CH:34]=[CH:33][CH:32]=5)[N:27]4[CH3:26])[N:11]([CH3:14])[C:12]=3[CH:13]=[C:5]2[C:4]([CH3:21])([CH3:20])[C:3]1=[CH:22][CH:23]=[CH:37][C:28]1[CH:29]=[CH:30][C:31]2[C:36](=[CH:35][CH:34]=[CH:33][CH:32]=2)[N+:27]=1[CH3:26], predict the reactants needed to synthesize it. The reactants are: [CH3:1][N:2]1[C:6]2=[CH:7][C:8]3[C:9]([CH3:19])([CH3:18])[C:10](=[CH:15][CH:16]=O)[N:11]([CH3:14])[C:12]=3[CH:13]=[C:5]2[C:4]([CH3:21])([CH3:20])[C:3]1=[CH:22][CH:23]=O.[I-:25].[CH3:26][N+:27]1[C:36]2[C:31](=[CH:32][CH:33]=[CH:34][CH:35]=2)[CH:30]=[CH:29][C:28]=1[CH3:37]. (4) Given the product [Br:16][C:17]1[CH:22]=[CH:21][N:20]2[C:11](=[O:13])[C:10]3[CH2:9][CH:8]4[N:4]([CH2:5][CH2:6][CH2:7]4)[CH2:3][C:2]=3[N:23]=[C:19]2[CH:18]=1, predict the reactants needed to synthesize it. The reactants are: O=[C:2]1[CH:10]([C:11]([O:13]CC)=O)[CH2:9][CH:8]2[N:4]([CH2:5][CH2:6][CH2:7]2)[CH2:3]1.[Br:16][C:17]1[CH:22]=[CH:21][N:20]=[C:19]([NH2:23])[CH:18]=1. (5) Given the product [OH:9][C:10]1[C:11]2[C:12]3[CH:13]=[CH:14][C:15](=[O:42])[N:16]([N:41]=3)[CH2:17][C:18]3[CH:40]=[C:22]([C:23](=[O:39])[NH:24][C:25]4[N:33]([CH2:34][C:35]([CH:38]=2)=[CH:36][CH:37]=1)[C:32]1[CH:31]=[CH:30][CH:29]=[CH:28][C:27]=1[N:26]=4)[CH:21]=[CH:20][CH:19]=3, predict the reactants needed to synthesize it. The reactants are: S(=O)(=O)(O)O.COC[O:9][C:10]1[C:11]2[C:12]3[CH:13]=[CH:14][C:15](=[O:42])[N:16]([N:41]=3)[CH2:17][C:18]3[CH:40]=[C:22]([C:23](=[O:39])[NH:24][C:25]4[N:33]([CH2:34][C:35]([CH:38]=2)=[CH:36][CH:37]=1)[C:32]1[CH:31]=[CH:30][CH:29]=[CH:28][C:27]=1[N:26]=4)[CH:21]=[CH:20][CH:19]=3.O. (6) Given the product [NH2:1][C:2]1[CH:10]=[CH:9][CH:8]=[C:7]([Cl:11])[C:3]=1[C:4]([NH:19][C:18]1[CH:20]=[CH:21][CH:22]=[CH:23][C:17]=1[Cl:16])=[O:6], predict the reactants needed to synthesize it. The reactants are: [NH2:1][C:2]1[CH:10]=[CH:9][CH:8]=[C:7]([Cl:11])[C:3]=1[C:4]([OH:6])=O.O=S(Cl)Cl.[Cl:16][C:17]1[CH:23]=[CH:22][CH:21]=[CH:20][C:18]=1[NH2:19].